Dataset: Catalyst prediction with 721,799 reactions and 888 catalyst types from USPTO. Task: Predict which catalyst facilitates the given reaction. (1) Reactant: [C:1]([CH2:4][CH2:5][CH2:6][N:7]([CH3:68])[C@H:8]([C:12]([NH:14][C@H:15]([C:19]([N:21]([C@@H:23]([C@@H:64]([CH3:67])[CH2:65][CH3:66])[C@H:24]([O:62][CH3:63])[CH2:25][C:26]([N:28]1[CH2:32][CH2:31][CH2:30][C@H:29]1[C@H:33]([O:60][CH3:61])[C@@H:34]([CH3:59])[C:35]([NH:37][C@@H:38]([CH2:52][C:53]1[CH:58]=[CH:57][CH:56]=[CH:55][CH:54]=1)[CH2:39][O:40][CH2:41][C:42]1[CH:47]=[CH:46][C:45]([C:48]([O:50]C)=[O:49])=[CH:44][CH:43]=1)=[O:36])=[O:27])[CH3:22])=[O:20])[CH:16]([CH3:18])[CH3:17])=[O:13])[CH:9]([CH3:11])[CH3:10])([OH:3])=[O:2].[OH-].[Li+].Cl. Product: [C:1]([CH2:4][CH2:5][CH2:6][N:7]([CH3:68])[C@H:8]([C:12]([NH:14][C@H:15]([C:19]([N:21]([C@@H:23]([C@@H:64]([CH3:67])[CH2:65][CH3:66])[C@H:24]([O:62][CH3:63])[CH2:25][C:26]([N:28]1[CH2:32][CH2:31][CH2:30][C@H:29]1[C@H:33]([O:60][CH3:61])[C@@H:34]([CH3:59])[C:35]([NH:37][C@@H:38]([CH2:52][C:53]1[CH:58]=[CH:57][CH:56]=[CH:55][CH:54]=1)[CH2:39][O:40][CH2:41][C:42]1[CH:43]=[CH:44][C:45]([C:48]([OH:50])=[O:49])=[CH:46][CH:47]=1)=[O:36])=[O:27])[CH3:22])=[O:20])[CH:16]([CH3:18])[CH3:17])=[O:13])[CH:9]([CH3:11])[CH3:10])([OH:3])=[O:2]. The catalyst class is: 20. (2) Reactant: C(=O)([O-])[O-].[K+].[K+].[N:7]1[CH:12]=[CH:11][CH:10]=[C:9](B(O)O)[CH:8]=1.Br[C:17]1[CH:22]=[CH:21][N:20]2[CH:23]=[CH:24][N:25]=[C:19]2[CH:18]=1. Product: [N:7]1[CH:12]=[CH:11][CH:10]=[C:9]([C:17]2[CH:22]=[CH:21][N:20]3[CH:23]=[CH:24][N:25]=[C:19]3[CH:18]=2)[CH:8]=1. The catalyst class is: 103. (3) The catalyst class is: 688. Reactant: Br[C:2]1[CH:3]=[N:4][CH:5]=[C:6]2[C:11]=1[N:10]=[C:9]([C:12]([NH:14][CH2:15][CH2:16][S:17]([CH3:20])(=[O:19])=[O:18])=[O:13])[CH:8]=[CH:7]2.[F:21][C:22]1[CH:23]=[C:24](B(O)O)[CH:25]=[CH:26][C:27]=1[F:28].C(=O)([O-])[O-].[Cs+].[Cs+]. Product: [F:21][C:22]1[CH:23]=[C:24]([C:2]2[CH:3]=[N:4][CH:5]=[C:6]3[C:11]=2[N:10]=[C:9]([C:12]([NH:14][CH2:15][CH2:16][S:17]([CH3:20])(=[O:19])=[O:18])=[O:13])[CH:8]=[CH:7]3)[CH:25]=[CH:26][C:27]=1[F:28]. (4) Reactant: [C:1](/[C:3](=[C:9]1/[CH2:10][CH2:11][C:12]2[C:17]/1=[CH:16][CH:15]=[C:14]([F:18])[CH:13]=2)/C(OCC)=O)#[N:2].[C-:19]#[N:20].[K+]. Product: [C:1]([CH2:3][C:9]1([C:19]#[N:20])[C:17]2[C:12](=[CH:13][C:14]([F:18])=[CH:15][CH:16]=2)[CH2:11][CH2:10]1)#[N:2]. The catalyst class is: 40.